From a dataset of Full USPTO retrosynthesis dataset with 1.9M reactions from patents (1976-2016). Predict the reactants needed to synthesize the given product. (1) Given the product [O:1]1[C:5]2[CH:6]=[CH:7][C:8]([C:10]3([C:13]([NH:15][C:16]4[CH:17]=[C:18]5[C:22](=[CH:23][CH:24]=4)[NH:21][C:20]([C:25]([CH3:28])([CH3:27])[CH3:26])=[C:19]5[CH3:30])=[O:14])[CH2:12][CH2:11]3)=[CH:9][C:4]=2[O:3][CH2:2]1, predict the reactants needed to synthesize it. The reactants are: [O:1]1[C:5]2[CH:6]=[CH:7][C:8]([C:10]3([C:13]([NH:15][C:16]4[CH:17]=[C:18]5[C:22](=[CH:23][CH:24]=4)[NH:21][C:20]([C:25]([CH3:28])([CH3:27])[CH3:26])=[CH:19]5)=[O:14])[CH2:12][CH2:11]3)=[CH:9][C:4]=2[O:3][CH2:2]1.I[CH3:30]. (2) Given the product [CH2:38]([O:37][C:35](=[O:36])[C:34]1[CH:40]=[CH:41][C:31]([O:28][C:24]2[CH:23]=[CH:22][C:21]3[CH2:20][CH2:19][C@H:18]([N:10]([CH2:9][C@@H:8]([C:4]4[CH:5]=[CH:6][CH:7]=[C:2]([Cl:1])[CH:3]=4)[OH:29])[C:11]([O:13][C:14]([CH3:17])([CH3:15])[CH3:16])=[O:12])[CH2:27][C:26]=3[CH:25]=2)=[N:32][CH:33]=1)[CH3:39], predict the reactants needed to synthesize it. The reactants are: [Cl:1][C:2]1[CH:3]=[C:4]([C@@H:8]([OH:29])[CH2:9][N:10]([C@@H:18]2[CH2:27][C:26]3[CH:25]=[C:24]([OH:28])[CH:23]=[CH:22][C:21]=3[CH2:20][CH2:19]2)[C:11]([O:13][C:14]([CH3:17])([CH3:16])[CH3:15])=[O:12])[CH:5]=[CH:6][CH:7]=1.Cl[C:31]1[CH:41]=[CH:40][C:34]([C:35]([O:37][CH2:38][CH3:39])=[O:36])=[CH:33][N:32]=1.C(=O)([O-])[O-].[K+].[K+].C(OCC)(=O)C. (3) Given the product [Cl:13][C:10]1[CH:9]=[CH:8][C:7]([CH:5]2[C:4](=[O:14])[C:3]([O:15][S:23]([CH2:22][C:16]3[CH:21]=[CH:20][CH:19]=[CH:18][CH:17]=3)(=[O:25])=[O:24])=[C:2]([NH2:1])[O:6]2)=[CH:12][CH:11]=1, predict the reactants needed to synthesize it. The reactants are: [NH2:1][C:2]1[O:6][CH:5]([C:7]2[CH:12]=[CH:11][C:10]([Cl:13])=[CH:9][CH:8]=2)[C:4](=[O:14])[C:3]=1[OH:15].[C:16]1([CH2:22][S:23](Cl)(=[O:25])=[O:24])[CH:21]=[CH:20][CH:19]=[CH:18][CH:17]=1. (4) Given the product [C:26]([C:28]1[CH:29]=[CH:30][C:31]([N:34]([CH2:42][C:13]2[C:14](=[O:17])[CH2:15][CH2:16][C:12]=2[NH:11][C:9]2[CH:8]=[CH:7][N:6]=[C:5]([C:4]([F:3])([F:18])[F:19])[CH:10]=2)[C:35](=[O:41])[O:36][C:37]([CH3:38])([CH3:39])[CH3:40])=[CH:32][CH:33]=1)#[N:27], predict the reactants needed to synthesize it. The reactants are: [H-].[Na+].[F:3][C:4]([F:19])([F:18])[C:5]1[CH:10]=[C:9]([NH:11][C:12]2[CH2:16][CH2:15][C:14](=[O:17])[CH:13]=2)[CH:8]=[CH:7][N:6]=1.CC1CCCO1.[C:26]([C:28]1[CH:33]=[CH:32][C:31]([N:34]([CH2:42]S(C2C=CC=CC=2)(=O)=O)[C:35](=[O:41])[O:36][C:37]([CH3:40])([CH3:39])[CH3:38])=[CH:30][CH:29]=1)#[N:27].